From a dataset of NCI-60 drug combinations with 297,098 pairs across 59 cell lines. Regression. Given two drug SMILES strings and cell line genomic features, predict the synergy score measuring deviation from expected non-interaction effect. (1) Drug 1: CC1=CC=C(C=C1)C2=CC(=NN2C3=CC=C(C=C3)S(=O)(=O)N)C(F)(F)F. Drug 2: B(C(CC(C)C)NC(=O)C(CC1=CC=CC=C1)NC(=O)C2=NC=CN=C2)(O)O. Cell line: MDA-MB-435. Synergy scores: CSS=63.3, Synergy_ZIP=7.34, Synergy_Bliss=6.42, Synergy_Loewe=-50.0, Synergy_HSA=-3.33. (2) Drug 1: C1=CN(C(=O)N=C1N)C2C(C(C(O2)CO)O)O.Cl. Drug 2: CC1=C(C(=CC=C1)Cl)NC(=O)C2=CN=C(S2)NC3=CC(=NC(=N3)C)N4CCN(CC4)CCO. Cell line: RPMI-8226. Synergy scores: CSS=7.52, Synergy_ZIP=-1.33, Synergy_Bliss=1.46, Synergy_Loewe=-1.18, Synergy_HSA=-0.0747. (3) Drug 1: C1=CC(=CC=C1CCC2=CNC3=C2C(=O)NC(=N3)N)C(=O)NC(CCC(=O)O)C(=O)O. Drug 2: CC1C(C(CC(O1)OC2CC(CC3=C2C(=C4C(=C3O)C(=O)C5=CC=CC=C5C4=O)O)(C(=O)C)O)N)O. Cell line: HOP-92. Synergy scores: CSS=61.5, Synergy_ZIP=9.71, Synergy_Bliss=8.88, Synergy_Loewe=-5.61, Synergy_HSA=16.4. (4) Drug 1: C1=C(C(=O)NC(=O)N1)F. Drug 2: CC12CCC3C(C1CCC2O)C(CC4=C3C=CC(=C4)O)CCCCCCCCCS(=O)CCCC(C(F)(F)F)(F)F. Cell line: LOX IMVI. Synergy scores: CSS=27.2, Synergy_ZIP=-4.44, Synergy_Bliss=-8.81, Synergy_Loewe=-8.74, Synergy_HSA=-7.78. (5) Drug 1: CC(C1=C(C=CC(=C1Cl)F)Cl)OC2=C(N=CC(=C2)C3=CN(N=C3)C4CCNCC4)N. Drug 2: CC1=C(C(CCC1)(C)C)C=CC(=CC=CC(=CC(=O)O)C)C. Cell line: NCI/ADR-RES. Synergy scores: CSS=-4.21, Synergy_ZIP=1.75, Synergy_Bliss=-3.55, Synergy_Loewe=-5.13, Synergy_HSA=-6.22. (6) Drug 1: COC1=NC(=NC2=C1N=CN2C3C(C(C(O3)CO)O)O)N. Drug 2: CCN(CC)CCNC(=O)C1=C(NC(=C1C)C=C2C3=C(C=CC(=C3)F)NC2=O)C. Cell line: MOLT-4. Synergy scores: CSS=58.1, Synergy_ZIP=-0.527, Synergy_Bliss=1.34, Synergy_Loewe=-3.87, Synergy_HSA=0.243. (7) Drug 1: CC1=C2C(C(=O)C3(C(CC4C(C3C(C(C2(C)C)(CC1OC(=O)C(C(C5=CC=CC=C5)NC(=O)C6=CC=CC=C6)O)O)OC(=O)C7=CC=CC=C7)(CO4)OC(=O)C)O)C)OC(=O)C. Drug 2: CS(=O)(=O)CCNCC1=CC=C(O1)C2=CC3=C(C=C2)N=CN=C3NC4=CC(=C(C=C4)OCC5=CC(=CC=C5)F)Cl. Cell line: EKVX. Synergy scores: CSS=21.9, Synergy_ZIP=3.81, Synergy_Bliss=7.27, Synergy_Loewe=9.93, Synergy_HSA=9.01. (8) Drug 1: C1=NNC2=C1C(=O)NC=N2. Drug 2: C1C(C(OC1N2C=NC(=NC2=O)N)CO)O. Cell line: NCI-H226. Synergy scores: CSS=2.73, Synergy_ZIP=-1.93, Synergy_Bliss=-3.51, Synergy_Loewe=-3.96, Synergy_HSA=-3.26. (9) Drug 1: CC=C1C(=O)NC(C(=O)OC2CC(=O)NC(C(=O)NC(CSSCCC=C2)C(=O)N1)C(C)C)C(C)C. Drug 2: C1CCC(C(C1)N)N.C(=O)(C(=O)[O-])[O-].[Pt+4]. Cell line: SF-268. Synergy scores: CSS=56.0, Synergy_ZIP=2.99, Synergy_Bliss=4.70, Synergy_Loewe=-11.6, Synergy_HSA=5.77. (10) Drug 1: C1=NC2=C(N=C(N=C2N1C3C(C(C(O3)CO)O)O)F)N. Drug 2: C1=CN(C=N1)CC(O)(P(=O)(O)O)P(=O)(O)O. Cell line: SN12C. Synergy scores: CSS=9.07, Synergy_ZIP=-6.18, Synergy_Bliss=0.938, Synergy_Loewe=-2.13, Synergy_HSA=2.12.